Dataset: Catalyst prediction with 721,799 reactions and 888 catalyst types from USPTO. Task: Predict which catalyst facilitates the given reaction. Reactant: [F:1][C:2]1[CH:7]=[CH:6][CH:5]=[CH:4][C:3]=1[C:8]1[CH:16]=[CH:15][CH:14]=[C:13]2[C:9]=1[CH2:10][C:11](=[O:17])[NH:12]2.[N:18]1([CH2:23][CH2:24][NH:25][C:26]([C:28]2[CH:32]=[C:31]([CH3:33])[NH:30][C:29]=2[CH:34]=O)=[O:27])[CH:22]=[CH:21][N:20]=[N:19]1. Product: [N:18]1([CH2:23][CH2:24][NH:25][C:26]([C:28]2[CH:32]=[C:31]([CH3:33])[NH:30][C:29]=2[CH:34]=[C:10]2[C:9]3[C:13](=[CH:14][CH:15]=[CH:16][C:8]=3[C:3]3[CH:4]=[CH:5][CH:6]=[CH:7][C:2]=3[F:1])[NH:12][C:11]2=[O:17])=[O:27])[CH:22]=[CH:21][N:20]=[N:19]1. The catalyst class is: 360.